Dataset: Forward reaction prediction with 1.9M reactions from USPTO patents (1976-2016). Task: Predict the product of the given reaction. Given the reactants Cl.[NH2:2][CH2:3][CH2:4][C:5]1[C:13]2[S:12][C:11](=[O:14])[NH:10][C:9]=2[C:8]([OH:15])=[CH:7][CH:6]=1.C([O-])(O)=O.[Na+].[CH3:21][O:22][CH:23]([O:26][CH3:27])[CH:24]=O.C([BH3-])#N.[Na+].[CH:32]1[CH:37]=[CH:36][C:35]([CH2:38][O:39][C:40](Cl)=[O:41])=[CH:34][CH:33]=1.Cl, predict the reaction product. The product is: [CH3:27][O:26][CH:23]([O:22][CH3:21])[CH2:24][N:2]([CH2:3][CH2:4][C:5]1[C:13]2[S:12][C:11](=[O:14])[NH:10][C:9]=2[C:8]([OH:15])=[CH:7][CH:6]=1)[C:40](=[O:41])[O:39][CH2:38][C:35]1[CH:36]=[CH:37][CH:32]=[CH:33][CH:34]=1.